This data is from Catalyst prediction with 721,799 reactions and 888 catalyst types from USPTO. The task is: Predict which catalyst facilitates the given reaction. (1) Reactant: [CH2:1]=[C:2]1[CH2:7][CH2:6][CH:5]([OH:8])[CH2:4][CH2:3]1.[I:9]N1C(=O)CCC1=O.O. Product: [I:9][CH2:1][C:2]12[O:8][CH:5]([CH2:6][CH2:7]1)[CH2:4][CH2:3]2. The catalyst class is: 10. (2) Product: [ClH:46].[CH3:1][N:2]([CH3:43])[CH2:3][CH2:4][N:5]([CH3:42])[C:6](=[O:41])[C:7]1[CH:12]=[CH:11][C:10]([NH:13][C:14]([NH:16][C:17]2[CH:18]=[CH:19][C:20]([C:23]3[N:28]=[C:27]([N:29]4[CH2:30][CH2:31][O:32][CH2:33][CH2:34]4)[N:26]=[C:25]([N:35]4[CH2:40][CH2:39][O:38][CH2:37][CH2:36]4)[N:24]=3)=[CH:21][CH:22]=2)=[O:15])=[CH:9][CH:8]=1. Reactant: [CH3:1][N:2]([CH3:43])[CH2:3][CH2:4][N:5]([CH3:42])[C:6](=[O:41])[C:7]1[CH:12]=[CH:11][C:10]([NH:13][C:14]([NH:16][C:17]2[CH:22]=[CH:21][C:20]([C:23]3[N:28]=[C:27]([N:29]4[CH2:34][CH2:33][O:32][CH2:31][CH2:30]4)[N:26]=[C:25]([N:35]4[CH2:40][CH2:39][O:38][CH2:37][CH2:36]4)[N:24]=3)=[CH:19][CH:18]=2)=[O:15])=[CH:9][CH:8]=1.CO.[ClH:46]. The catalyst class is: 12. (3) Reactant: [Br:1][C:2]1[C:6]2[CH:7]=[N:8][CH:9]=[CH:10][C:5]=2[NH:4][N:3]=1.[H-].[Na+].[C:13](Cl)([C:26]1[CH:31]=[CH:30][CH:29]=[CH:28][CH:27]=1)([C:20]1[CH:25]=[CH:24][CH:23]=[CH:22][CH:21]=1)[C:14]1[CH:19]=[CH:18][CH:17]=[CH:16][CH:15]=1. Product: [Br:1][C:2]1[C:6]2[CH:7]=[N:8][CH:9]=[CH:10][C:5]=2[N:4]([C:13]([C:14]2[CH:19]=[CH:18][CH:17]=[CH:16][CH:15]=2)([C:26]2[CH:27]=[CH:28][CH:29]=[CH:30][CH:31]=2)[C:20]2[CH:21]=[CH:22][CH:23]=[CH:24][CH:25]=2)[N:3]=1. The catalyst class is: 204. (4) Reactant: [NH2:1][C:2]1[CH:12]=[CH:11][C:5]([C:6]([NH:8][CH2:9][CH3:10])=[O:7])=CC=1.C(=O)C.[CH:16](/[NH:19][C:20](=[O:29])[O:21][CH2:22][C:23]1[CH:28]=[CH:27][CH:26]=[CH:25][CH:24]=1)=[CH:17]\[CH3:18].Cl[C:31]1[CH:36]=CC([C:31]2[C:36]3OP(=O)(O)O[C:31]4[C:36]([C:31]5[CH:36]=CC(Cl)=[CH:33][CH:32]=5)=CC5CCCC[C:33]=5[C:32]=4C=3C3CCCC[C:33]=3[CH:32]=2)=[CH:33][CH:32]=1. Product: [CH2:9]([NH:8][C:6]([C:5]1[CH:18]=[C:17]2[C:2](=[CH:12][CH:11]=1)[NH:1][C@@H:32]([CH3:33])[C@H:31]([CH3:36])[C@H:16]2[NH:19][C:20](=[O:29])[O:21][CH2:22][C:23]1[CH:24]=[CH:25][CH:26]=[CH:27][CH:28]=1)=[O:7])[CH3:10]. The catalyst class is: 4.